From a dataset of Full USPTO retrosynthesis dataset with 1.9M reactions from patents (1976-2016). Predict the reactants needed to synthesize the given product. (1) Given the product [OH:22][C@@H:20]([C:9]1[N:8]([C@H:4]2[CH2:5][CH2:6][CH2:7][N:2]([CH2:26][CH2:25][C:24]#[N:23])[CH2:3]2)[C:12]2=[C:13]3[S:19][CH:18]=[CH:17][C:14]3=[N:15][CH:16]=[C:11]2[N:10]=1)[CH3:21], predict the reactants needed to synthesize it. The reactants are: Cl.[NH:2]1[CH2:7][CH2:6][CH2:5][C@H:4]([N:8]2[C:12]3=[C:13]4[S:19][CH:18]=[CH:17][C:14]4=[N:15][CH:16]=[C:11]3[N:10]=[C:9]2[C@H:20]([OH:22])[CH3:21])[CH2:3]1.[N:23]12[CH2:26][CH2:25][CH2:24][N:23]=C1CC[CH2:26][CH2:25][CH2:24]2.C(#N)C=C. (2) Given the product [Cl:3][C:7]1[N:14]=[CH:13][C:12]([I:15])=[CH:11][C:8]=1[C:9]#[N:10], predict the reactants needed to synthesize it. The reactants are: P(Cl)(Cl)([Cl:3])=O.O[C:7]1[N:14]=[CH:13][C:12]([I:15])=[CH:11][C:8]=1[C:9]#[N:10]. (3) Given the product [C:1]([C:3]1[S:4][C:5]([N:12]([CH2:19][CH3:20])[CH:13]2[CH2:18][CH2:17][O:16][CH2:15][CH2:14]2)=[C:6]([CH3:11])[C:7]=1[C:8]([NH:22][CH2:23][C:24]1[C:25](=[O:32])[NH:26][C:27]([CH3:31])=[CH:28][C:29]=1[CH3:30])=[O:10])#[N:2], predict the reactants needed to synthesize it. The reactants are: [C:1]([C:3]1[S:4][C:5]([N:12]([CH2:19][CH3:20])[CH:13]2[CH2:18][CH2:17][O:16][CH2:15][CH2:14]2)=[C:6]([CH3:11])[C:7]=1[C:8]([OH:10])=O)#[N:2].Cl.[NH2:22][CH2:23][C:24]1[C:25](=[O:32])[NH:26][C:27]([CH3:31])=[CH:28][C:29]=1[CH3:30].C(Cl)CCl.C1C=NC2N(O)N=NC=2C=1.CN1CCOCC1. (4) Given the product [ClH:36].[CH3:38][N:5]([C:6]1[NH:35][C:33]2[C:9]([N:32]=1)=[N:10][CH:11]=[C:12]([C:14]1[CH:15]=[CH:16][C:17]3[O:23][CH2:22][CH2:21][NH:20][CH2:19][C:18]=3[CH:31]=1)[CH:34]=2)[C:3](=[O:4])[OH:2], predict the reactants needed to synthesize it. The reactants are: C[O:2][C:3]([NH:5][C:6]1[NH:32][C:9]2=[N:10][CH:11]=[C:12]([C:14]3[CH:15]=[CH:16][C:17]4[O:23][CH2:22][CH2:21][N:20](C(OC(C)(C)C)=O)[CH2:19][C:18]=4[CH:31]=3)C=C2N=1)=[O:4].[C:33](#[N:35])[CH3:34].[ClH:36].O1CCOC[CH2:38]1.